This data is from Catalyst prediction with 721,799 reactions and 888 catalyst types from USPTO. The task is: Predict which catalyst facilitates the given reaction. (1) Reactant: [N+:1]([C:4]1[CH:9]=[CH:8][C:7]([NH:10][C:11]2[N:16]=[CH:15][CH:14]=[CH:13][N:12]=2)=[CH:6][CH:5]=1)([O-])=O. Product: [N:12]1[CH:13]=[CH:14][CH:15]=[N:16][C:11]=1[NH:10][C:7]1[CH:8]=[CH:9][C:4]([NH2:1])=[CH:5][CH:6]=1. The catalyst class is: 123. (2) Reactant: [C:1]([C:3]1[CH:8]=[CH:7][C:6]([C:9]2[N:13]3[N:14]=[C:15]([C:18]4[CH:26]=[CH:25][C:21]([C:22](O)=[O:23])=[C:20]([F:27])[CH:19]=4)[CH:16]=[CH:17][C:12]3=[N:11][CH:10]=2)=[CH:5][CH:4]=1)#[N:2].CN(C(ON1N=NC2C=CC=NC1=2)=[N+](C)C)C.F[P-](F)(F)(F)(F)F.CN1CCOCC1.[CH3:59][N:60]1[CH2:65][CH2:64][NH:63][CH2:62][CH2:61]1. Product: [F:27][C:20]1[CH:19]=[C:18]([C:15]2[CH:16]=[CH:17][C:12]3[N:13]([C:9]([C:6]4[CH:5]=[CH:4][C:3]([C:1]#[N:2])=[CH:8][CH:7]=4)=[CH:10][N:11]=3)[N:14]=2)[CH:26]=[CH:25][C:21]=1[C:22]([N:63]1[CH2:64][CH2:65][N:60]([CH3:59])[CH2:61][CH2:62]1)=[O:23]. The catalyst class is: 18. (3) Reactant: FC(F)(F)C(O)=O.[NH:8]1[CH2:11][CH:10]([C:12]2[CH:20]=[CH:19][CH:18]=[C:17]3[C:13]=2[CH:14]=[N:15][NH:16]3)[CH2:9]1.N1CCC1.[C:25]1([CH2:31][CH2:32][CH:33]=O)[CH:30]=[CH:29][CH:28]=[CH:27][CH:26]=1.C(O[BH-](OC(=O)C)OC(=O)C)(=O)C.[Na+]. Product: [C:25]1([CH2:31][CH2:32][CH2:33][N:8]2[CH2:9][CH:10]([C:12]3[CH:20]=[CH:19][CH:18]=[C:17]4[C:13]=3[CH:14]=[N:15][NH:16]4)[CH2:11]2)[CH:30]=[CH:29][CH:28]=[CH:27][CH:26]=1. The catalyst class is: 2.